This data is from Forward reaction prediction with 1.9M reactions from USPTO patents (1976-2016). The task is: Predict the product of the given reaction. (1) Given the reactants N1(O[C:11](=[O:19])[C:12]2[CH:17]=[CH:16][C:15]([NH2:18])=[CH:14][CH:13]=2)C2C=CC=CC=2N=N1.[NH2:20][C:21]1[CH:26]=[CH:25][O:24][CH2:23][CH:22]=1.C(N(CC)CC)C, predict the reaction product. The product is: [NH2:18][C:15]1[CH:14]=[CH:13][C:12]([C:11]([NH:20][CH:21]2[CH2:26][CH2:25][O:24][CH2:23][CH2:22]2)=[O:19])=[CH:17][CH:16]=1. (2) Given the reactants [Br:1][C:2]1[C:11]2[C:6](=[CH:7][C:8]([O:12][CH3:13])=[CH:9][CH:10]=2)[CH:5]=[CH:4][C:3]=1[OH:14].C(=O)([O-])[O-].[K+].[K+].[CH2:21](Br)[C:22]1[CH:27]=[CH:26][CH:25]=[CH:24][CH:23]=1, predict the reaction product. The product is: [CH2:21]([O:14][C:3]1[CH:4]=[CH:5][C:6]2[C:11](=[CH:10][CH:9]=[C:8]([O:12][CH3:13])[CH:7]=2)[C:2]=1[Br:1])[C:22]1[CH:27]=[CH:26][CH:25]=[CH:24][CH:23]=1. (3) The product is: [C:23]([C:24]1[CH:25]=[C:26]([NH2:27])[N:21]([CH2:12][CH2:13][CH2:14][C:15]([F:16])([F:17])[F:18])[N:20]=1)([CH3:30])([CH3:29])[CH3:22]. Given the reactants CC1C=CC(S(O[CH2:12][CH2:13][CH2:14][C:15]([F:18])([F:17])[F:16])(=O)=O)=CC=1.O.[NH2:20][NH2:21].[CH3:22][C:23]([CH3:30])([CH3:29])[C:24](=O)[CH2:25][C:26]#[N:27], predict the reaction product. (4) Given the reactants Br[C:2]1[C:7]([F:8])=[CH:6][CH:5]=[CH:4][N:3]=1.[F:9][C:10]1[CH:15]=[CH:14][C:13]([N+:16]([O-:18])=[O:17])=[CH:12][C:11]=1B1OC(C)(C)C(C)(C)O1.[F-].[K+].O, predict the reaction product. The product is: [F:8][C:7]1[C:2]([C:11]2[CH:12]=[C:13]([N+:16]([O-:18])=[O:17])[CH:14]=[CH:15][C:10]=2[F:9])=[N:3][CH:4]=[CH:5][CH:6]=1.